Dataset: Catalyst prediction with 721,799 reactions and 888 catalyst types from USPTO. Task: Predict which catalyst facilitates the given reaction. (1) Reactant: Cl[C:2]1[N:7]=[C:6]([N:8]([CH3:20])[C:9]2[CH:14]=[CH:13][C:12]([O:15][C:16]([F:19])([F:18])[F:17])=[CH:11][CH:10]=2)[CH:5]=[C:4]([C:21]([F:24])([F:23])[F:22])[N:3]=1.C[NH:26][NH2:27]. Product: [NH:26]([C:2]1[N:7]=[C:6]([N:8]([CH3:20])[C:9]2[CH:14]=[CH:13][C:12]([O:15][C:16]([F:19])([F:18])[F:17])=[CH:11][CH:10]=2)[CH:5]=[C:4]([C:21]([F:24])([F:23])[F:22])[N:3]=1)[NH2:27]. The catalyst class is: 1. (2) Reactant: [F:1][C:2]1[CH:7]=[CH:6][C:5]([NH:8][C:9]2[C:10]3[C:17]([CH3:18])=[C:16]([C:19]([O:21]C)=[O:20])[S:15][C:11]=3[N:12]=[CH:13][N:14]=2)=[C:4]([O:23][CH:24]([CH2:26][C:27]([OH:30])([CH3:29])[CH3:28])[CH3:25])[CH:3]=1.[OH-].[Na+]. Product: [F:1][C:2]1[CH:7]=[CH:6][C:5]([NH:8][C:9]2[C:10]3[C:17]([CH3:18])=[C:16]([C:19]([OH:21])=[O:20])[S:15][C:11]=3[N:12]=[CH:13][N:14]=2)=[C:4]([O:23][CH:24]([CH2:26][C:27]([OH:30])([CH3:29])[CH3:28])[CH3:25])[CH:3]=1. The catalyst class is: 5. (3) Reactant: F[P-](F)(F)(F)(F)F.N1(O[P+](N(C)C)(N(C)C)N(C)C)C2C=CC=CC=2N=N1.[Cl-].[F:29][C:30]([F:35])([F:34])[C:31]([OH:33])=[O:32].[NH2:36][C:37]1[CH:38]=[C:39]2[C:43](=[CH:44][CH:45]=1)[NH:42][C:41]([C:46]([NH:48][CH2:49][C:50]1[CH:55]=[CH:54][C:53]([Cl:56])=[C:52]([O:57][C:58]3[CH:63]=[C:62]([C:64]#[N:65])[CH:61]=[C:60]([Cl:66])[CH:59]=3)[C:51]=1[F:67])=[O:47])=[CH:40]2.[CH3:68][N:69]([CH3:75])[CH2:70][CH2:71][C:72](O)=[O:73].C(N(C(C)C)CC)(C)C. Product: [F:29][C:30]([F:35])([F:34])[C:31]([OH:33])=[O:32].[Cl:56][C:53]1[CH:54]=[CH:55][C:50]([CH2:49][NH:48][C:46]([C:41]2[NH:42][C:43]3[C:39]([CH:40]=2)=[CH:38][C:37]([NH:36][C:72](=[O:73])[CH2:71][CH2:70][N:69]([CH3:75])[CH3:68])=[CH:45][CH:44]=3)=[O:47])=[C:51]([F:67])[C:52]=1[O:57][C:58]1[CH:63]=[C:62]([C:64]#[N:65])[CH:61]=[C:60]([Cl:66])[CH:59]=1. The catalyst class is: 248. (4) Reactant: Cl.[CH3:2][C:3]1([CH3:16])[C:7]([CH3:9])([CH3:8])[O:6][B:5]([C:10]2[CH2:11][CH2:12][NH:13][CH2:14][CH:15]=2)[O:4]1.CCN(CC)CC.[C:24](Cl)(=[O:26])[CH3:25]. Product: [CH3:9][C:7]1([CH3:8])[C:3]([CH3:16])([CH3:2])[O:4][B:5]([C:10]2[CH2:11][CH2:12][N:13]([C:24](=[O:26])[CH3:25])[CH2:14][CH:15]=2)[O:6]1. The catalyst class is: 2. (5) Reactant: [CH3:1][C:2]1([CH3:20])[O:6][C@H:5]([CH2:7][N:8]2[CH:12]=[CH:11][C:10]([NH:13]C(=O)C(C)(C)C)=[N:9]2)[CH2:4][O:3]1.O.[OH-].[Na+]. Product: [CH3:1][C:2]1([CH3:20])[O:6][C@H:5]([CH2:7][N:8]2[CH:12]=[CH:11][C:10]([NH2:13])=[N:9]2)[CH2:4][O:3]1. The catalyst class is: 5. (6) Reactant: [Cl:1][C:2]1[CH:3]=[C:4]([N:13]2[C:21]3[C:16](=[CH:17][C:18]([C:23]#[N:24])=[C:19](F)[CH:20]=3)[C:15]([CH3:26])([CH3:25])[C:14]2=[O:27])[CH:5]=[N:6][C:7]=1[O:8][CH2:9][CH:10]([CH3:12])[CH3:11].[OH:28][NH:29]C(=O)C.CC([O-])(C)C.[K+]. Product: [NH2:24][C:23]1[C:18]2[CH:17]=[C:16]3[C:21](=[CH:20][C:19]=2[O:28][N:29]=1)[N:13]([C:4]1[CH:5]=[N:6][C:7]([O:8][CH2:9][CH:10]([CH3:12])[CH3:11])=[C:2]([Cl:1])[CH:3]=1)[C:14](=[O:27])[C:15]3([CH3:26])[CH3:25]. The catalyst class is: 3. (7) Reactant: CC(OI1(OC(C)=O)(OC(C)=O)[O:14][C:12](=O)[C:11]2[CH:10]=[CH:9][CH:8]=[CH:7][C:6]1=2)=O. Product: [CH2:7]([C:6]1[O:14][C:12]([C:11]2[CH:6]=[CH:7][CH:8]=[CH:9][CH:10]=2)=[CH:10][C:11]=1[CH:12]=[O:14])[CH3:8]. The catalyst class is: 6. (8) Reactant: C([N:8]([CH2:16][C@@H:17]1[O:21][C:20](=[O:22])[N:19]([C:23]2[CH:28]=[CH:27][C:26]([N:29]3[CH2:34][CH2:33][O:32][CH2:31][CH2:30]3)=[C:25]([F:35])[CH:24]=2)[CH2:18]1)CC1C=CC=CC=1)C1C=CC=CC=1.CO.N#N.O.NN. Product: [NH2:8][CH2:16][C@@H:17]1[O:21][C:20](=[O:22])[N:19]([C:23]2[CH:28]=[CH:27][C:26]([N:29]3[CH2:30][CH2:31][O:32][CH2:33][CH2:34]3)=[C:25]([F:35])[CH:24]=2)[CH2:18]1. The catalyst class is: 386. (9) Reactant: Cl[C:2]1[N:7]=[C:6]([C:8]2[CH:20]=[CH:19][C:11]3[N:12]=[C:13]([NH:15][C:16](=[O:18])[CH3:17])[S:14][C:10]=3[CH:9]=2)[CH:5]=[CH:4][N:3]=1.[N:21]1[CH:26]=[CH:25][CH:24]=[C:23]([CH2:27][CH2:28][CH2:29][OH:30])[CH:22]=1. Product: [N:21]1[CH:26]=[CH:25][CH:24]=[C:23]([CH2:27][CH2:28][CH2:29][O:30][C:2]2[N:7]=[C:6]([C:8]3[CH:20]=[CH:19][C:11]4[N:12]=[C:13]([NH:15][C:16](=[O:18])[CH3:17])[S:14][C:10]=4[CH:9]=3)[CH:5]=[CH:4][N:3]=2)[CH:22]=1. The catalyst class is: 17. (10) Reactant: [CH:1]1([C:4](Cl)=[O:5])[CH2:3][CH2:2]1.[CH3:7][O:8][C:9]([C:11]1[CH:12]=[C:13]([CH3:37])[C:14]2[O:20][C:19]3[C:21]([Cl:33])=[CH:22][C:23]([NH:25][CH2:26][CH2:27][N:28]4[CH2:32][CH2:31][CH2:30][CH2:29]4)=[CH:24][C:18]=3[CH2:17][S:16](=[O:35])(=[O:34])[C:15]=2[CH:36]=1)=[O:10].CO. Product: [CH3:7][O:8][C:9]([C:11]1[CH:12]=[C:13]([CH3:37])[C:14]2[O:20][C:19]3[C:21]([Cl:33])=[CH:22][C:23]([N:25]([C:4]([CH:1]4[CH2:3][CH2:2]4)=[O:5])[CH2:26][CH2:27][N:28]4[CH2:29][CH2:30][CH2:31][CH2:32]4)=[CH:24][C:18]=3[CH2:17][S:16](=[O:34])(=[O:35])[C:15]=2[CH:36]=1)=[O:10]. The catalyst class is: 6.